From a dataset of Forward reaction prediction with 1.9M reactions from USPTO patents (1976-2016). Predict the product of the given reaction. (1) Given the reactants [C:1]1([N:11]2[CH2:16][CH2:15][N:14]([CH2:17][CH2:18][CH2:19][CH2:20][O:21][C:22]3[CH:30]=[C:29]4[C:25]([CH:26]=[N:27][NH:28]4)=[CH:24][CH:23]=3)[CH2:13][CH2:12]2)[C:10]2[C:5](=CC=CC=2)[CH:4]=[CH:3][CH:2]=1.[Cl:31]C1C=C(N2CCNCC2)C=CC=1, predict the reaction product. The product is: [Cl:31][C:5]1[CH:10]=[C:1]([N:11]2[CH2:16][CH2:15][N:14]([CH2:17][CH2:18][CH2:19][CH2:20][O:21][C:22]3[CH:30]=[C:29]4[C:25]([CH:26]=[N:27][NH:28]4)=[CH:24][CH:23]=3)[CH2:13][CH2:12]2)[CH:2]=[CH:3][CH:4]=1. (2) Given the reactants FC(F)(F)S(O[C:7]1[C@@:12]2([CH3:27])[CH2:13][C:14]3[CH:15]=[N:16][N:17]([C:20]4[CH:25]=[CH:24][C:23]([F:26])=[CH:22][CH:21]=4)[C:18]=3[CH:19]=[C:11]2[CH2:10][CH2:9][CH:8]=1)(=O)=O.[Li+].[Cl-].[CH2:32]([Sn](CCCC)(CCCC)C=C)[CH2:33]CC, predict the reaction product. The product is: [F:26][C:23]1[CH:22]=[CH:21][C:20]([N:17]2[C:18]3[CH:19]=[C:11]4[CH2:10][CH2:9][CH:8]=[C:7]([CH:32]=[CH2:33])[C@@:12]4([CH3:27])[CH2:13][C:14]=3[CH:15]=[N:16]2)=[CH:25][CH:24]=1. (3) Given the reactants [C:1]([O:5][C:6]([NH:8][C@H:9]1[CH2:14][CH2:13][C@H:12]([C:15](OC)=[O:16])[C@H:11]([O:19][CH3:20])[CH2:10]1)=[O:7])([CH3:4])([CH3:3])[CH3:2].[AlH4-].[Li+], predict the reaction product. The product is: [C:1]([O:5][C:6](=[O:7])[NH:8][C@H:9]1[CH2:14][CH2:13][C@H:12]([CH2:15][OH:16])[C@H:11]([O:19][CH3:20])[CH2:10]1)([CH3:4])([CH3:3])[CH3:2]. (4) Given the reactants [Cl:1][C:2]1[CH:3]=[C:4]([CH:8]=[CH:9][C:10]=1[C:11]1[N:15]=[C:14]([C:16]2[N:17]=[C:18]3[C:23]([Cl:24])=[CH:22][C:21]([C:25]([F:28])([F:27])[F:26])=[CH:20][N:19]3[CH:29]=2)[O:13][N:12]=1)[C:5](Cl)=[O:6].[NH3:30], predict the reaction product. The product is: [Cl:1][C:2]1[CH:3]=[C:4]([CH:8]=[CH:9][C:10]=1[C:11]1[N:15]=[C:14]([C:16]2[N:17]=[C:18]3[C:23]([Cl:24])=[CH:22][C:21]([C:25]([F:28])([F:27])[F:26])=[CH:20][N:19]3[CH:29]=2)[O:13][N:12]=1)[C:5]([NH2:30])=[O:6]. (5) Given the reactants [N+:1]([C:4]1[CH:5]=[C:6]2[C:11](=[CH:12][CH:13]=1)[N:10]=[CH:9][N:8]=[C:7]2[N:14]1[CH2:19][CH2:18][N:17]([C:20]([O:22][C:23]([CH3:26])([CH3:25])[CH3:24])=[O:21])[CH2:16][CH2:15]1)([O-])=O, predict the reaction product. The product is: [NH2:1][C:4]1[CH:5]=[C:6]2[C:11](=[CH:12][CH:13]=1)[N:10]=[CH:9][N:8]=[C:7]2[N:14]1[CH2:19][CH2:18][N:17]([C:20]([O:22][C:23]([CH3:26])([CH3:25])[CH3:24])=[O:21])[CH2:16][CH2:15]1. (6) Given the reactants C(NC(C)C)(C)C.C([Li])CCC.CCCCCC.[C:19]1([CH2:30][C:31]([O:33][CH3:34])=[O:32])([CH2:25][C:26]([O:28][CH3:29])=[O:27])[CH2:24][CH2:23][CH2:22][CH2:21][CH2:20]1.Cl[C:36]([O:38][CH3:39])=[O:37].Cl, predict the reaction product. The product is: [CH3:34][O:33][C:31]([CH2:30][C:19]1([CH:25]([C:36]([O:38][CH3:39])=[O:37])[C:26]([O:28][CH3:29])=[O:27])[CH2:20][CH2:21][CH2:22][CH2:23][CH2:24]1)=[O:32]. (7) Given the reactants O[C:2]1[C:11]2[C:6](=[CH:7][CH:8]=[CH:9][CH:10]=2)[C:5](=[O:12])[NH:4][C:3]=1[CH3:13].O, predict the reaction product. The product is: [CH3:13][C:3]1[NH:4][C:5](=[O:12])[C:6]2[C:11]([CH:2]=1)=[CH:10][CH:9]=[CH:8][CH:7]=2. (8) Given the reactants [NH2:1][C:2]1[N:9]=[CH:8][C:7]([Br:10])=[CH:6][C:3]=1[C:4]#[N:5].[CH2:11](OC(OCC)CBr)[CH3:12], predict the reaction product. The product is: [Br:10][C:7]1[CH:6]=[C:3]([C:4]#[N:5])[C:2]2[N:9]([CH:11]=[CH:12][N:1]=2)[CH:8]=1. (9) Given the reactants [I:1][C:2]1[C:10]2[C:5](=[N:6][CH:7]=[N:8][C:9]=2[NH2:11])[NH:4][N:3]=1.C(=O)([O-])[O-].[Cs+].[Cs+].[C:18]1([C:24](Cl)([C:31]2[CH:36]=[CH:35][CH:34]=[CH:33][CH:32]=2)[C:25]2[CH:30]=[CH:29][CH:28]=[CH:27][CH:26]=2)[CH:23]=[CH:22][CH:21]=[CH:20][CH:19]=1, predict the reaction product. The product is: [I:1][C:2]1[C:10]2[C:5](=[N:6][CH:7]=[N:8][C:9]=2[NH2:11])[N:4]([C:24]([C:18]2[CH:23]=[CH:22][CH:21]=[CH:20][CH:19]=2)([C:31]2[CH:32]=[CH:33][CH:34]=[CH:35][CH:36]=2)[C:25]2[CH:26]=[CH:27][CH:28]=[CH:29][CH:30]=2)[N:3]=1. (10) Given the reactants [NH2:1][C:2]1[CH:7]=[CH:6][C:5]([OH:8])=[CH:4][C:3]=1[N+:9]([O-:11])=[O:10].[CH3:12][C:13]([Si:16](Cl)([CH3:18])[CH3:17])([CH3:15])[CH3:14].N1C=CN=C1, predict the reaction product. The product is: [Si:16]([O:8][C:5]1[CH:6]=[CH:7][C:2]([NH2:1])=[C:3]([N+:9]([O-:11])=[O:10])[CH:4]=1)([C:13]([CH3:15])([CH3:14])[CH3:12])([CH3:18])[CH3:17].